Dataset: Full USPTO retrosynthesis dataset with 1.9M reactions from patents (1976-2016). Task: Predict the reactants needed to synthesize the given product. (1) Given the product [F:26][C:23]1[CH:22]=[CH:21][C:20]([C:18]2[N:19]=[C:15]([NH:14][C:12](=[O:13])[C@@H:11]([NH:10][C:9]([C@H:8]3[O:7][C@@H:6]3[C:4]([OH:5])=[O:3])=[O:34])[CH2:27][C:28]3[N:32]([CH3:33])[CH:31]=[N:30][CH:29]=3)[S:16][CH:17]=2)=[CH:25][CH:24]=1, predict the reactants needed to synthesize it. The reactants are: C([O:3][C:4]([C@@H:6]1[C@@H:8]([C:9](=[O:34])[NH:10][C@@H:11]([CH2:27][C:28]2[N:32]([CH3:33])[CH:31]=[N:30][CH:29]=2)[C:12]([NH:14][C:15]2[S:16][CH:17]=[C:18]([C:20]3[CH:25]=[CH:24][C:23]([F:26])=[CH:22][CH:21]=3)[N:19]=2)=[O:13])[O:7]1)=[O:5])C.[Li+].[OH-]. (2) Given the product [CH2:1]([O:4][C:5]1[CH:38]=[CH:37][C:8]([CH2:9][NH:10][C:11]2[N:16]=[C:15]([O:17][CH2:18][C:19]([F:20])([F:21])[F:22])[N:14]=[C:13]([NH:23][C:24]3[CH:36]=[CH:35][C:27]([C:28]([NH:30][CH2:31][C:32]([NH:45][S:42]([CH2:39][CH:40]=[CH2:41])(=[O:44])=[O:43])=[O:33])=[O:29])=[CH:26][CH:25]=3)[N:12]=2)=[CH:7][CH:6]=1)[CH:2]=[CH2:3], predict the reactants needed to synthesize it. The reactants are: [CH2:1]([O:4][C:5]1[CH:38]=[CH:37][C:8]([CH2:9][NH:10][C:11]2[N:16]=[C:15]([O:17][CH2:18][C:19]([F:22])([F:21])[F:20])[N:14]=[C:13]([NH:23][C:24]3[CH:36]=[CH:35][C:27]([C:28]([NH:30][CH2:31][C:32](O)=[O:33])=[O:29])=[CH:26][CH:25]=3)[N:12]=2)=[CH:7][CH:6]=1)[CH:2]=[CH2:3].[CH2:39]([S:42]([NH2:45])(=[O:44])=[O:43])[CH:40]=[CH2:41].CN(C(ON1N=NC2C=CC=NC1=2)=[N+](C)C)C.F[P-](F)(F)(F)(F)F.CCN(C(C)C)C(C)C.